Dataset: Reaction yield outcomes from USPTO patents with 853,638 reactions. Task: Predict the reaction yield, written as a fraction of the theoretical maximum amount of product (1.0 means a 100% yield; for example, 0.34 means a 34% yield). (1) The reactants are CS([O:5][C@@H:6]([CH3:16])[CH2:7][O:8][Si:9]([C:12]([CH3:15])([CH3:14])[CH3:13])([CH3:11])[CH3:10])(=O)=O.CC(C)([O-])C.[K+].CS(C)=O.[Cl:27][C:28]1[CH:29]=[C:30](O)[CH:31]=[N:32][C:33]=1[O:34][C:35]1[CH:36]=[C:37]2[C:42](=[CH:43][CH:44]=1)[N:41]=[CH:40][N:39]=[C:38]2[NH:45][C:46]1[CH:50]=[CH:49][N:48]([CH3:51])[N:47]=1. The catalyst is O. The product is [Si:9]([O:8][CH2:7][C@@H:6]([CH3:16])[O:5][C:30]1[CH:29]=[C:28]([Cl:27])[C:33]([O:34][C:35]2[CH:36]=[C:37]3[C:42](=[CH:43][CH:44]=2)[N:41]=[CH:40][N:39]=[C:38]3[NH:45][C:46]2[CH:50]=[CH:49][N:48]([CH3:51])[N:47]=2)=[N:32][CH:31]=1)([C:12]([CH3:15])([CH3:14])[CH3:13])([CH3:11])[CH3:10]. The yield is 0.330. (2) The reactants are [NH:1]1[CH:5]=[CH:4][CH:3]=[N:2]1.[CH3:6][O:7][C:8]1[CH:13]=[CH:12][C:11](B(O)O)=[CH:10][CH:9]=1.N1C=CC=CC=1. The catalyst is C(Cl)Cl.C([O-])(=O)C.[Cu+2].C([O-])(=O)C. The product is [CH3:6][O:7][C:8]1[CH:13]=[CH:12][C:11]([N:1]2[CH:5]=[CH:4][CH:3]=[N:2]2)=[CH:10][CH:9]=1. The yield is 0.620. (3) The reactants are [C:1]([N:20]1[CH:24]=[C:23]([C:25]2[CH:30]=[CH:29][CH:28]=[CH:27][C:26]=2[OH:31])[N:22]=[CH:21]1)([C:14]1[CH:19]=[CH:18][CH:17]=[CH:16][CH:15]=1)([C:8]1[CH:13]=[CH:12][CH:11]=[CH:10][CH:9]=1)[C:2]1[CH:7]=[CH:6][CH:5]=[CH:4][CH:3]=1.[H-].[Na+].[CH3:34][C:35]1[CH:40]=[CH:39][C:38]([S:41]([O:44][CH2:45][CH2:46][C:47]([CH3:62])([CH3:61])[CH2:48][CH2:49]OS(C2C=CC(C)=CC=2)(=O)=O)(=[O:43])=[O:42])=[CH:37][CH:36]=1. The catalyst is CN(C=O)C.O. The product is [CH3:34][C:35]1[CH:40]=[CH:39][C:38]([S:41]([O:44][CH2:45][CH2:46][C:47]([CH3:61])([CH3:62])[CH2:48][CH2:49][O:31][C:26]2[CH:27]=[CH:28][CH:29]=[CH:30][C:25]=2[C:23]2[N:22]=[CH:21][N:20]([C:1]([C:14]3[CH:19]=[CH:18][CH:17]=[CH:16][CH:15]=3)([C:2]3[CH:7]=[CH:6][CH:5]=[CH:4][CH:3]=3)[C:8]3[CH:9]=[CH:10][CH:11]=[CH:12][CH:13]=3)[CH:24]=2)(=[O:43])=[O:42])=[CH:37][CH:36]=1. The yield is 0.640. (4) The catalyst is O. The yield is 0.940. The reactants are C[O:2][C:3]1[CH:20]=[CH:19][C:18]2[C:17]3[C:12](=[CH:13][CH:14]=[CH:15][CH:16]=3)[C:11]3[C:6](=[CH:7][C:8]([O:21]C)=[CH:9][CH:10]=3)[C:5]=2[CH:4]=1.Cl.N1C=CC=CC=1. The product is [CH:4]1[C:5]2[C:6]3[C:11](=[CH:10][CH:9]=[C:8]([OH:21])[CH:7]=3)[C:12]3[C:17](=[CH:16][CH:15]=[CH:14][CH:13]=3)[C:18]=2[CH:19]=[CH:20][C:3]=1[OH:2]. (5) The reactants are [F:1][C:2]1[CH:7]=[CH:6][C:5]([C:8]2[CH:9]=[C:10]([C:15]([O:17][CH3:18])=[O:16])[C:11](=[O:14])[NH:12][N:13]=2)=[CH:4][C:3]=1[CH3:19].[CH2:20](Cl)[C:21]1[CH:26]=[CH:25][CH:24]=[CH:23][CH:22]=1. No catalyst specified. The product is [CH2:20]([N:12]1[C:11](=[O:14])[C:10]([C:15]([O:17][CH3:18])=[O:16])=[CH:9][C:8]([C:5]2[CH:6]=[CH:7][C:2]([F:1])=[C:3]([CH3:19])[CH:4]=2)=[N:13]1)[C:21]1[CH:26]=[CH:25][CH:24]=[CH:23][CH:22]=1. The yield is 0.710.